Dataset: Reaction yield outcomes from USPTO patents with 853,638 reactions. Task: Predict the reaction yield, written as a fraction of the theoretical maximum amount of product (1.0 means a 100% yield; for example, 0.34 means a 34% yield). (1) The reactants are [O:1]1[C:5]2[CH:6]=[CH:7][CH:8]=[CH:9][C:4]=2[CH2:3][CH2:2]1.[N+:10]([O-])([OH:12])=[O:11].C([O-])([O-])=O.[Na+].[Na+]. The product is [N+:10]([C:8]1[CH:7]=[CH:6][C:5]2[O:1][CH2:2][CH2:3][C:4]=2[CH:9]=1)([O-:12])=[O:11]. The catalyst is C(O)(=O)C. The yield is 0.146. (2) The reactants are [Br:1][C:2]1[CH:3]=[CH:4][C:5]([O:11][CH2:12][CH3:13])=[C:6](B(O)O)[CH:7]=1.[Cl:14][C:15]1[CH:20]=[C:19](Cl)[N:18]=[CH:17][N:16]=1. No catalyst specified. The product is [Cl:14][C:15]1[CH:20]=[C:19]([C:6]2[CH:7]=[C:2]([Br:1])[CH:3]=[CH:4][C:5]=2[O:11][CH2:12][CH3:13])[N:18]=[CH:17][N:16]=1. The yield is 0.390. (3) The reactants are [CH:1]1([S:4]([NH:7][C:8](=[O:14])[O:9][C:10]([CH3:13])([CH3:12])[CH3:11])(=[O:6])=[O:5])[CH2:3][CH2:2]1.[Li][CH2:16]CCC.CI. The catalyst is C1COCC1. The product is [C:10]([O:9][C:8](=[O:14])[NH:7][S:4]([C:1]1([CH3:16])[CH2:2][CH2:3]1)(=[O:6])=[O:5])([CH3:11])([CH3:13])[CH3:12]. The yield is 0.810. (4) The reactants are [CH:1](NC(C)C)(C)C.C([Li])CCC.C[Si](C=[N+]=[N-])(C)C.[NH2:20][C:21]1[C:26]([CH:27]=O)=[CH:25][CH:24]=[C:23]([CH3:29])[N:22]=1.C(O)(=O)C. The catalyst is O.O1CCCC1. The product is [C:27]([C:26]1[C:21]([NH2:20])=[N:22][C:23]([CH3:29])=[CH:24][CH:25]=1)#[CH:1]. The yield is 0.760. (5) The reactants are C(O)(C(F)(F)F)=O.[NH2:8][C:9]1[N:17]=[CH:16][N:15]=[C:14]2[C:10]=1[N:11]=[CH:12][N:13]2[C@H:18]1[C@@H:22]2[O:23]C(C)(C)[O:25][C@@H:21]2[C@@H:20]([CH2:28][N:29]([CH2:47][CH3:48])[CH2:30][CH2:31][CH2:32][NH:33][C:34]2[NH:38][C:37]3[CH:39]=[CH:40][C:41]([C:43]([CH3:46])([CH3:45])[CH3:44])=[CH:42][C:36]=3[N:35]=2)[O:19]1. The catalyst is O. The product is [NH2:8][C:9]1[N:17]=[CH:16][N:15]=[C:14]2[C:10]=1[N:11]=[CH:12][N:13]2[C@H:18]1[C@H:22]([OH:23])[C@H:21]([OH:25])[C@@H:20]([CH2:28][N:29]([CH2:30][CH2:31][CH2:32][NH:33][C:34]2[NH:38][C:37]3[CH:39]=[CH:40][C:41]([C:43]([CH3:44])([CH3:46])[CH3:45])=[CH:42][C:36]=3[N:35]=2)[CH2:47][CH3:48])[O:19]1. The yield is 0.510. (6) The catalyst is CN(C=O)C.O. The yield is 0.620. The product is [CH3:18][O:17][C:14]1[CH:15]=[CH:16][C:11]([CH2:10][N:4]2[CH2:5][CH2:6][CH2:7][C:8]3[N:30]=[C:28]([CH2:27][O:20][C:21]4[CH:26]=[CH:25][CH:24]=[CH:23][CH:22]=4)[S:29][C:2]=3[C:3]2=[O:19])=[CH:12][CH:13]=1. The reactants are Br[CH:2]1[C:8](=O)[CH2:7][CH2:6][CH2:5][N:4]([CH2:10][C:11]2[CH:16]=[CH:15][C:14]([O:17][CH3:18])=[CH:13][CH:12]=2)[C:3]1=[O:19].[O:20]([CH2:27][C:28]([NH2:30])=[S:29])[C:21]1[CH:26]=[CH:25][CH:24]=[CH:23][CH:22]=1.C([O-])(O)=O.[Na+]. (7) The reactants are C[O:2][C:3](=O)[C:4]1[CH:9]=[C:8]([Br:10])[CH:7]=[N:6][CH:5]=1.[BH4-].[Na+]. The catalyst is CCO. The product is [Br:10][C:8]1[CH:9]=[C:4]([CH2:3][OH:2])[CH:5]=[N:6][CH:7]=1. The yield is 0.550.